From a dataset of Peptide-MHC class I binding affinity with 185,985 pairs from IEDB/IMGT. Regression. Given a peptide amino acid sequence and an MHC pseudo amino acid sequence, predict their binding affinity value. This is MHC class I binding data. The binding affinity (normalized) is 0.0847. The MHC is HLA-A31:01 with pseudo-sequence HLA-A31:01. The peptide sequence is EQRLIDICV.